From a dataset of Catalyst prediction with 721,799 reactions and 888 catalyst types from USPTO. Predict which catalyst facilitates the given reaction. (1) Reactant: [NH2:1][CH2:2][CH2:3][CH2:4][CH2:5][CH2:6][CH2:7][OH:8].C(N(C(C)C)CC)(C)C.[Cl:18][C:19]1[CH:27]=[CH:26][C:22]([C:23](Cl)=[O:24])=[CH:21][CH:20]=1.O. Product: [Cl:18][C:19]1[CH:27]=[CH:26][C:22]([C:23]([NH:1][CH2:2][CH2:3][CH2:4][CH2:5][CH2:6][CH2:7][OH:8])=[O:24])=[CH:21][CH:20]=1. The catalyst class is: 4. (2) Reactant: [NH:1]1[CH:5]=[C:4]([B:6]2[O:14][C:11]([CH3:13])([CH3:12])[C:8]([CH3:10])([CH3:9])[O:7]2)[CH:3]=[N:2]1.[H-].[Na+].[CH:17]1([S:20](Cl)(=[O:22])=[O:21])[CH2:19][CH2:18]1. Product: [CH:17]1([S:20]([N:2]2[CH:3]=[C:4]([B:6]3[O:7][C:8]([CH3:9])([CH3:10])[C:11]([CH3:13])([CH3:12])[O:14]3)[CH:5]=[N:1]2)(=[O:22])=[O:21])[CH2:19][CH2:18]1. The catalyst class is: 163. (3) Reactant: [CH3:1][C:2]1[C:3]([C:18]([OH:20])=O)=[C:4]([NH:8][C:9]([CH:11]2[C:13]([CH3:15])([CH3:14])[C:12]2([CH3:17])[CH3:16])=[O:10])[S:5][C:6]=1[CH3:7].C([N:24](CC)C(C)C)(C)C.CN(C(ON1N=NC2C=CC=NC1=2)=[N+](C)C)C.F[P-](F)(F)(F)(F)F.[NH4+].[OH-]. Product: [CH3:1][C:2]1[C:3]([C:18]([NH2:24])=[O:20])=[C:4]([NH:8][C:9]([CH:11]2[C:13]([CH3:15])([CH3:14])[C:12]2([CH3:17])[CH3:16])=[O:10])[S:5][C:6]=1[CH3:7]. The catalyst class is: 7. (4) Reactant: Cl[C:2]1[N:3]=[C:4]([N:11]2[CH2:16][CH2:15][O:14][CH:13]([CH2:17][NH2:18])[CH2:12]2)[C:5]2[S:10][CH:9]=[CH:8][C:6]=2[N:7]=1.[NH2:19][C:20]1[N:25]=[CH:24][C:23](B2OC(C)(C)C(C)(C)O2)=[CH:22][N:21]=1.CC#N.CC([O-])=O.[K+]. Product: [NH2:18][CH2:17][CH:13]1[CH2:12][N:11]([C:4]2[C:5]3[S:10][CH:9]=[CH:8][C:6]=3[N:7]=[C:2]([C:23]3[CH:22]=[N:21][C:20]([NH2:19])=[N:25][CH:24]=3)[N:3]=2)[CH2:16][CH2:15][O:14]1. The catalyst class is: 257. (5) Reactant: [F:1][C:2]1[CH:7]=[CH:6][C:5]([C:8](=[O:12])[CH2:9][C:10]#[N:11])=[CH:4][CH:3]=1.[CH3:13][C:14]1[CH:15]=[C:16]([NH2:20])[CH:17]=[CH:18][CH:19]=1. Product: [F:1][C:2]1[CH:3]=[CH:4][C:5]([C:8](=[O:12])[CH2:9][C:10](=[NH:11])[NH:20][C:16]2[CH:17]=[CH:18][CH:19]=[C:14]([CH3:13])[CH:15]=2)=[CH:6][CH:7]=1. The catalyst class is: 8. (6) Reactant: C(O)(C(F)(F)F)=O.C(OC([N:15]1[CH2:20][CH2:19][CH:18]([N:21]2[C:28](=[O:29])[C:27]3[CH:26]=[C:25]([C:30]4[C:31]([O:38][CH3:39])=[N:32][C:33]([O:36][CH3:37])=[N:34][CH:35]=4)[N:24]([CH:40]([CH3:42])[CH3:41])[C:23]=3[CH:22]2[C:43]2[CH:48]=[CH:47][C:46]([Cl:49])=[CH:45][CH:44]=2)[CH2:17][CH2:16]1)=O)(C)(C)C. Product: [Cl:49][C:46]1[CH:47]=[CH:48][C:43]([CH:22]2[C:23]3[N:24]([CH:40]([CH3:42])[CH3:41])[C:25]([C:30]4[C:31]([O:38][CH3:39])=[N:32][C:33]([O:36][CH3:37])=[N:34][CH:35]=4)=[CH:26][C:27]=3[C:28](=[O:29])[N:21]2[CH:18]2[CH2:19][CH2:20][NH:15][CH2:16][CH2:17]2)=[CH:44][CH:45]=1. The catalyst class is: 2. (7) Reactant: [CH3:1][C:2]1[C:6]([C:7]2[CH:8]=[C:9]([C:19]([N:21]([O:23][CH3:24])[CH3:22])=[O:20])[C:10]3[N:14]=[C:13]([O:15][CH2:16][CH3:17])[NH:12][C:11]=3[CH:18]=2)=[C:5]([CH3:25])[O:4][N:3]=1.[CH3:26][C:27]([O:30][C:31](O[C:31]([O:30][C:27]([CH3:29])([CH3:28])[CH3:26])=[O:32])=[O:32])([CH3:29])[CH3:28].C(N(CC)CC)C. Product: [CH3:1][C:2]1[C:6]([C:7]2[CH:8]=[C:9]([C:19](=[O:20])[N:21]([O:23][CH3:24])[CH3:22])[C:10]3[N:14]=[C:13]([O:15][CH2:16][CH3:17])[N:12]([C:31]([O:30][C:27]([CH3:29])([CH3:28])[CH3:26])=[O:32])[C:11]=3[CH:18]=2)=[C:5]([CH3:25])[O:4][N:3]=1. The catalyst class is: 230.